Dataset: Catalyst prediction with 721,799 reactions and 888 catalyst types from USPTO. Task: Predict which catalyst facilitates the given reaction. (1) Reactant: [Br:1][C:2]1[CH:3]=[C:4]([C:6]([CH3:9])=[CH:7][CH:8]=1)[NH2:5].[C:10](Cl)(=[O:12])[CH3:11]. Product: [Br:1][C:2]1[CH:8]=[CH:7][C:6]([CH3:9])=[C:4]([NH:5][C:10](=[O:12])[CH3:11])[CH:3]=1. The catalyst class is: 17. (2) Reactant: F[C:2]1[CH:11]=[C:10]([F:12])[CH:9]=[C:8]2[C:3]=1[C:4](=[O:13])[NH:5][CH:6]=[N:7]2.[C:14]([O:18][CH2:19][CH2:20][N:21]1[CH2:26][CH2:25][CH:24]([OH:27])[CH2:23][CH2:22]1)([CH3:17])([CH3:16])[CH3:15].CC(C)([O-])C.[K+]. Product: [NH3:5].[C:14]([O:18][CH2:19][CH2:20][N:21]1[CH2:22][CH2:23][CH:24]([O:27][C:2]2[CH:11]=[C:10]([F:12])[CH:9]=[C:8]3[C:3]=2[C:4](=[O:13])[NH:5][CH:6]=[N:7]3)[CH2:25][CH2:26]1)([CH3:17])([CH3:15])[CH3:16]. The catalyst class is: 7. (3) Reactant: [Cl:1][C:2]1[CH:3]=[CH:4][C:5]2[N:6]([C:8]([CH2:18][NH:19][C:20]3[N:25]=[C:24]([CH:26]4[CH2:30][CH2:29][CH2:28][N:27]4C(OC(C)(C)C)=O)[CH:23]=[CH:22][N:21]=3)=[C:9]([C:11]3[CH:16]=[CH:15][C:14]([F:17])=[CH:13][CH:12]=3)[N:10]=2)[CH:7]=1.FC(F)(F)C(O)=O. Product: [Cl:1][C:2]1[CH:3]=[CH:4][C:5]2[N:6]([C:8]([CH2:18][NH:19][C:20]3[N:25]=[C:24]([CH:26]4[CH2:30][CH2:29][CH2:28][NH:27]4)[CH:23]=[CH:22][N:21]=3)=[C:9]([C:11]3[CH:12]=[CH:13][C:14]([F:17])=[CH:15][CH:16]=3)[N:10]=2)[CH:7]=1. The catalyst class is: 2. (4) Reactant: [CH:1]1([N:7]([CH2:19][CH3:20])[C:8](=O)[CH2:9][CH2:10][C:11]2[CH:16]=[CH:15][C:14]([F:17])=[CH:13][CH:12]=2)[CH2:6][CH2:5][CH2:4][CH2:3][CH2:2]1.[H-].[Al+3].[Li+].[H-].[H-].[H-].O.O.O.O.O.O.O.O.O.O.S([O-])([O-])(=O)=O.[Na+].[Na+]. Product: [F:17][C:14]1[CH:13]=[CH:12][C:11]([CH2:10][CH2:9][CH2:8][N:7]([CH:1]2[CH2:2][CH2:3][CH2:4][CH2:5][CH2:6]2)[CH2:19][CH3:20])=[CH:16][CH:15]=1. The catalyst class is: 7. (5) Reactant: [CH3:1][C@H:2]1[CH2:7][CH2:6][CH2:5][CH2:4][N:3]1[C:8]1[N:12]2[CH:13]=[C:14]([O:17][C@H:18]3[C:27]4[C:22](=[CH:23][CH:24]=[CH:25][CH:26]=4)[C@@H:21]([NH2:28])[CH2:20][CH2:19]3)[CH:15]=[CH:16][C:11]2=[N:10][N:9]=1.C1([O:35][C:36](=O)[NH:37][C:38]2[N:39]([C:47]3[CH:52]=[CH:51][N:50]=[C:49]([N:53]([CH2:55][CH2:56][N:57]([CH3:59])[CH3:58])[CH3:54])[N:48]=3)[N:40]=[C:41]([C:43]([CH3:46])([CH3:45])[CH3:44])[CH:42]=2)C=CC=CC=1.CCN(C(C)C)C(C)C. Product: [C:43]([C:41]1[CH:42]=[C:38]([NH:37][C:36]([NH:28][C@@H:21]2[C:22]3[C:27](=[CH:26][CH:25]=[CH:24][CH:23]=3)[C@H:18]([O:17][C:14]3[CH:15]=[CH:16][C:11]4[N:12]([C:8]([N:3]5[CH2:4][CH2:5][CH2:6][CH2:7][C@@H:2]5[CH3:1])=[N:9][N:10]=4)[CH:13]=3)[CH2:19][CH2:20]2)=[O:35])[N:39]([C:47]2[CH:52]=[CH:51][N:50]=[C:49]([N:53]([CH2:55][CH2:56][N:57]([CH3:58])[CH3:59])[CH3:54])[N:48]=2)[N:40]=1)([CH3:46])([CH3:44])[CH3:45]. The catalyst class is: 12. (6) Reactant: [Br:1][C:2]1[C:3]([F:12])=[C:4]2[C:10]([NH2:11])=[CH:9][NH:8][C:5]2=[N:6][CH:7]=1.[CH3:13][CH:14]([CH3:19])[CH2:15][C:16](O)=[O:17].C(N(CC)CC)C. Product: [Br:1][C:2]1[C:3]([F:12])=[C:4]2[C:10]([NH:11][C:16](=[O:17])[CH2:15][CH:14]([CH3:19])[CH3:13])=[CH:9][NH:8][C:5]2=[N:6][CH:7]=1. The catalyst class is: 2.